From a dataset of Reaction yield outcomes from USPTO patents with 853,638 reactions. Predict the reaction yield, written as a fraction of the theoretical maximum amount of product (1.0 means a 100% yield; for example, 0.34 means a 34% yield). The reactants are Br[CH2:2][C:3]([C:5]1[C:6](=[O:16])[O:7][C:8]2[C:13]([CH:14]=1)=[CH:12][CH:11]=[CH:10][C:9]=2[Cl:15])=O.[CH3:17][N:18]([CH3:32])[CH2:19][CH2:20][O:21][C:22]1[CH:27]=[CH:26][CH:25]=[CH:24][C:23]=1[NH:28][C:29]([NH2:31])=[S:30]. The catalyst is C(O)C. The product is [Cl:15][C:9]1[CH:10]=[CH:11][CH:12]=[C:13]2[C:8]=1[O:7][C:6](=[O:16])[C:5]([C:3]1[N:31]=[C:29]([NH:28][C:23]3[CH:24]=[CH:25][CH:26]=[CH:27][C:22]=3[O:21][CH2:20][CH2:19][N:18]([CH3:32])[CH3:17])[S:30][CH:2]=1)=[CH:14]2. The yield is 0.310.